This data is from Forward reaction prediction with 1.9M reactions from USPTO patents (1976-2016). The task is: Predict the product of the given reaction. (1) Given the reactants [CH2:1]([O:8][C:9]([NH:11][C@@H:12]([CH2:28][C:29]1[CH:34]=[CH:33][CH:32]=[CH:31][CH:30]=1)[C@@H:13]([C@H:15]1[CH2:19][C@@H:18]([OH:20])[CH2:17][N:16]1[C:21]([O:23][C:24]([CH3:27])([CH3:26])[CH3:25])=[O:22])[OH:14])=[O:10])[C:2]1[CH:7]=[CH:6][CH:5]=[CH:4][CH:3]=1.CO[C:37](OC)([CH3:39])[CH3:38].CC1C=CC(S([O-])(=O)=O)=CC=1.C1C=C[NH+]=CC=1, predict the reaction product. The product is: [CH2:28]([C@H:12]1[C@@H:13]([C@H:15]2[CH2:19][C@@H:18]([OH:20])[CH2:17][N:16]2[C:21]([O:23][C:24]([CH3:27])([CH3:26])[CH3:25])=[O:22])[O:14][C:37]([CH3:39])([CH3:38])[N:11]1[C:9]([O:8][CH2:1][C:2]1[CH:7]=[CH:6][CH:5]=[CH:4][CH:3]=1)=[O:10])[C:29]1[CH:30]=[CH:31][CH:32]=[CH:33][CH:34]=1. (2) Given the reactants [Cl:1][C:2]1[N:7]=[CH:6][C:5]2[C:8](I)=[N:9][N:10]([C:11]([C:24]3[CH:29]=[CH:28][CH:27]=[CH:26][CH:25]=3)([C:18]3[CH:23]=[CH:22][CH:21]=[CH:20][CH:19]=3)[C:12]3[CH:17]=[CH:16][CH:15]=[CH:14][CH:13]=3)[C:4]=2[CH:3]=1.[C:31]([NH2:35])([CH3:34])([CH3:33])[CH3:32].C1(P(C2CCCCC2)C2C=CC=CC=2C2C(OCCC)=CC=CC=2OCCC)CCCCC1.CC(C)([O-])C.[Na+], predict the reaction product. The product is: [C:31]([NH:35][C:8]1[C:5]2[CH:6]=[N:7][C:2]([Cl:1])=[CH:3][C:4]=2[N:10]([C:11]([C:18]2[CH:23]=[CH:22][CH:21]=[CH:20][CH:19]=2)([C:24]2[CH:29]=[CH:28][CH:27]=[CH:26][CH:25]=2)[C:12]2[CH:17]=[CH:16][CH:15]=[CH:14][CH:13]=2)[N:9]=1)([CH3:34])([CH3:33])[CH3:32].